Dataset: Reaction yield outcomes from USPTO patents with 853,638 reactions. Task: Predict the reaction yield, written as a fraction of the theoretical maximum amount of product (1.0 means a 100% yield; for example, 0.34 means a 34% yield). (1) The catalyst is CN(C=O)C. The reactants are [Cl:1][C:2]1[N:3]([CH3:13])[C:4](=[O:12])[CH:5]=[CH:6][C:7]=1[C:8]([O:10][CH3:11])=[O:9].[Br:14]N1C(=O)CCC1=O. The product is [Br:14][C:5]1[C:4](=[O:12])[N:3]([CH3:13])[C:2]([Cl:1])=[C:7]([C:8]([O:10][CH3:11])=[O:9])[CH:6]=1. The yield is 1.00. (2) The reactants are [Cl:1]N1C(=O)CCC1=O.[NH2:9][C:10]1[C:11]2[N:12]([C:16]([C@@H:20]3[CH2:28][CH2:27][C@@H:26]4[N:22]([C:23](=[O:29])[CH2:24][CH2:25]4)[CH2:21]3)=[N:17][C:18]=2[Br:19])[CH:13]=[CH:14][N:15]=1. The catalyst is C(O)(=O)C. The product is [NH2:9][C:10]1[C:11]2[N:12]([C:16]([C@@H:20]3[CH2:28][CH2:27][C@@H:26]4[N:22]([C:23](=[O:29])[CH2:24][CH2:25]4)[CH2:21]3)=[N:17][C:18]=2[Br:19])[C:13]([Cl:1])=[CH:14][N:15]=1. The yield is 0.890.